Dataset: Forward reaction prediction with 1.9M reactions from USPTO patents (1976-2016). Task: Predict the product of the given reaction. (1) Given the reactants [H-].[Na+].[N+:3]([C:6]1[CH:7]=[C:8]([OH:12])[CH:9]=[CH:10][CH:11]=1)([O-:5])=[O:4].[CH2:13]([N:15]([CH2:19][CH3:20])[C:16](Cl)=[O:17])[CH3:14], predict the reaction product. The product is: [N+:3]([C:6]1[CH:7]=[C:8]([O:12][C:16](=[O:17])[N:15]([CH2:19][CH3:20])[CH2:13][CH3:14])[CH:9]=[CH:10][CH:11]=1)([O-:5])=[O:4]. (2) Given the reactants [C:1]([N:4]1[C:13]2[C:8](=[CH:9][C:10]([C:14](O)=[O:15])=[CH:11][CH:12]=2)[C@H:7]([NH:17][C:18]2[N:23]=[C:22]([CH3:24])[CH:21]=[CH:20][N:19]=2)[C@@H:6]([CH3:25])[C@@H:5]1[CH2:26][CH3:27])(=[O:3])[CH3:2].CN(C(ON1N=NC2C=CC=NC1=2)=[N+](C)C)C.F[P-](F)(F)(F)(F)F.[NH2:52][CH:53]1[CH2:58][CH2:57][S:56](=[O:60])(=[O:59])[CH2:55][CH2:54]1.CCN(C(C)C)C(C)C, predict the reaction product. The product is: [C:1]([N:4]1[C:13]2[C:8](=[CH:9][C:10]([C:14]([NH:52][CH:53]3[CH2:58][CH2:57][S:56](=[O:60])(=[O:59])[CH2:55][CH2:54]3)=[O:15])=[CH:11][CH:12]=2)[C@H:7]([NH:17][C:18]2[N:23]=[C:22]([CH3:24])[CH:21]=[CH:20][N:19]=2)[C@@H:6]([CH3:25])[C@@H:5]1[CH2:26][CH3:27])(=[O:3])[CH3:2]. (3) Given the reactants C(S(N1CCC(C2[C:20]3[C:15](=[C:16](C(N)=O)[CH:17]=[C:18](C4SC(CNCC(C)CC)=CC=4)C=3)[NH:14]C=2)CC1)(=O)=O)C.[CH:36]([C:38]1[S:42][C:41]([B:43]([OH:45])[OH:44])=[CH:40][CH:39]=1)=O.CC(N)CCC.[BH3-]C#N.[Na+], predict the reaction product. The product is: [CH3:20][CH:15]([NH:14][CH2:36][C:38]1[S:42][C:41]([B:43]([OH:45])[OH:44])=[CH:40][CH:39]=1)[CH2:16][CH2:17][CH3:18].